Regression. Given a peptide amino acid sequence and an MHC pseudo amino acid sequence, predict their binding affinity value. This is MHC class I binding data. From a dataset of Peptide-MHC class I binding affinity with 185,985 pairs from IEDB/IMGT. (1) The peptide sequence is CDELAAKL. The MHC is Mamu-A11 with pseudo-sequence Mamu-A11. The binding affinity (normalized) is 0.0718. (2) The peptide sequence is ILMDTICGT. The MHC is HLA-B46:01 with pseudo-sequence HLA-B46:01. The binding affinity (normalized) is 0.0847. (3) The peptide sequence is LLAAVASSY. The MHC is HLA-A03:01 with pseudo-sequence HLA-A03:01. The binding affinity (normalized) is 0.501. (4) The peptide sequence is LCFVVPDGY. The MHC is HLA-A30:01 with pseudo-sequence HLA-A30:01. The binding affinity (normalized) is 0.236.